This data is from Forward reaction prediction with 1.9M reactions from USPTO patents (1976-2016). The task is: Predict the product of the given reaction. Given the reactants C([O:8][C:9]1[CH:34]=[C:33]([CH2:35][CH3:36])[CH:32]=[CH:31][C:10]=1[O:11][C:12]1[CH:17]=[CH:16][C:15]([S:18]([NH:21][CH2:22][CH2:23][C:24]2[CH:29]=[CH:28][CH:27]=[CH:26][N:25]=2)(=[O:20])=[O:19])=[CH:14][C:13]=1[F:30])C1C=CC=CC=1.O1CCCC1, predict the reaction product. The product is: [CH2:35]([C:33]1[CH:32]=[CH:31][C:10]([O:11][C:12]2[CH:17]=[CH:16][C:15]([S:18]([NH:21][CH2:22][CH2:23][C:24]3[CH:29]=[CH:28][CH:27]=[CH:26][N:25]=3)(=[O:20])=[O:19])=[CH:14][C:13]=2[F:30])=[C:9]([OH:8])[CH:34]=1)[CH3:36].